This data is from Forward reaction prediction with 1.9M reactions from USPTO patents (1976-2016). The task is: Predict the product of the given reaction. Given the reactants [CH3:1][N:2]([C:15]1[CH:20]=[CH:19][CH:18]=[CH:17][CH:16]=1)[S:3]([C:6]1[CH:14]=[CH:13][C:9]([C:10]([OH:12])=O)=[CH:8][CH:7]=1)(=[O:5])=[O:4].[N:21]1[CH:26]=[CH:25][CH:24]=[CH:23][C:22]=1[C:27]1[N:28]=[C:29]([NH2:32])[S:30][CH:31]=1, predict the reaction product. The product is: [CH3:1][N:2]([C:15]1[CH:20]=[CH:19][CH:18]=[CH:17][CH:16]=1)[S:3]([C:6]1[CH:7]=[CH:8][C:9]([C:10]([NH:32][C:29]2[S:30][CH:31]=[C:27]([C:22]3[CH:23]=[CH:24][CH:25]=[CH:26][N:21]=3)[N:28]=2)=[O:12])=[CH:13][CH:14]=1)(=[O:4])=[O:5].